Dataset: Full USPTO retrosynthesis dataset with 1.9M reactions from patents (1976-2016). Task: Predict the reactants needed to synthesize the given product. (1) Given the product [F:1][C:2]1[CH:3]=[C:4]2[C:8](=[CH:9][CH:10]=1)[N:7]([NH:11][C:12]([C:14]1[C:15]([CH3:27])=[N:16][C:17]([C:20]3[CH:25]=[CH:24][CH:23]=[C:22]([F:26])[CH:21]=3)=[N:18][CH:19]=1)=[O:13])[CH:6]=[C:5]2[C:33]([NH2:32])=[O:34], predict the reactants needed to synthesize it. The reactants are: [F:1][C:2]1[CH:3]=[C:4]2[C:8](=[CH:9][CH:10]=1)[N:7]([NH:11][C:12]([C:14]1[C:15]([CH3:27])=[N:16][C:17]([C:20]3[CH:25]=[CH:24][CH:23]=[C:22]([F:26])[CH:21]=3)=[N:18][CH:19]=1)=[O:13])[CH:6]=[CH:5]2.ClS([N:32]=[C:33]=[O:34])(=O)=O.[OH-].[Na+]. (2) Given the product [C:1]1([C:7]2[CH:8]=[CH:9][C:10]3[N:11]([C:26]4[CH:33]=[CH:32][CH:31]=[C:28]([C:29]5[N:34]=[N:35][NH:36][N:30]=5)[CH:27]=4)[C:12]4[C:17]([C:18]=3[CH:19]=2)=[CH:16][C:15]([C:20]2[CH:25]=[CH:24][CH:23]=[CH:22][CH:21]=2)=[CH:14][CH:13]=4)[CH:2]=[CH:3][CH:4]=[CH:5][CH:6]=1, predict the reactants needed to synthesize it. The reactants are: [C:1]1([C:7]2[CH:8]=[CH:9][C:10]3[N:11]([C:26]4[CH:27]=[C:28]([CH:31]=[CH:32][CH:33]=4)[C:29]#[N:30])[C:12]4[C:17]([C:18]=3[CH:19]=2)=[CH:16][C:15]([C:20]2[CH:25]=[CH:24][CH:23]=[CH:22][CH:21]=2)=[CH:14][CH:13]=4)[CH:6]=[CH:5][CH:4]=[CH:3][CH:2]=1.[N-:34]=[N+:35]=[N-:36].[Na+].[Cl-].[NH4+].Cl. (3) Given the product [C:1]1([N:7]2[C:15]3[C:10](=[CH:11][CH:12]=[CH:13][CH:14]=3)[C:9]([N:16]([C:24]3[CH:29]=[CH:28][CH:27]=[C:26]([C:30]4[CH:31]=[CH:32][CH:33]=[CH:34][CH:35]=4)[N:25]=3)[C:17]3[CH:18]=[CH:19][CH:20]=[CH:21][CH:22]=3)=[N:8]2)[CH:2]=[CH:3][CH:4]=[CH:5][CH:6]=1, predict the reactants needed to synthesize it. The reactants are: [C:1]1([N:7]2[C:15]3[C:10](=[CH:11][CH:12]=[CH:13][CH:14]=3)[C:9]([NH:16][C:17]3[CH:22]=[CH:21][CH:20]=[CH:19][CH:18]=3)=[N:8]2)[CH:6]=[CH:5][CH:4]=[CH:3][CH:2]=1.Br[C:24]1[CH:29]=[CH:28][CH:27]=[C:26]([C:30]2[CH:35]=[CH:34][CH:33]=[CH:32][CH:31]=2)[N:25]=1.CC(C)([O-])C.[Na+].C(P(C(C)(C)C)C1(C)CC1(C1C=CC=CC=1)C1C=CC=CC=1)(C)(C)C.[Cl-].[NH4+]. (4) The reactants are: Cl.[C:2]([NH:6][NH2:7])([CH3:5])([CH3:4])[CH3:3].[C:8](OCC)(=[O:11])[C:9]#[CH:10].CC(C)([O-])C.[K+]. Given the product [C:2]([N:6]1[CH:10]=[CH:9][C:8]([OH:11])=[N:7]1)([CH3:5])([CH3:4])[CH3:3], predict the reactants needed to synthesize it. (5) Given the product [F:36][C:35]([F:37])([F:38])[C:33]1[CH:34]=[C:29]([CH:30]=[C:31]([C:39]([F:41])([F:40])[F:42])[CH:32]=1)[C:28]([NH:27][C:5]1[CH:6]=[C:7]([O:10][CH2:11][CH2:12][CH2:13][O:14]/[N:15]=[CH:16]/[C:17]2[CH:22]=[CH:21][C:20]([C:23]([CH3:24])([CH3:25])[CH3:26])=[CH:19][CH:18]=2)[CH:8]=[CH:9][C:4]=1[C:3]([OH:44])=[O:2])=[O:43], predict the reactants needed to synthesize it. The reactants are: C[O:2][C:3](=[O:44])[C:4]1[CH:9]=[CH:8][C:7]([O:10][CH2:11][CH2:12][CH2:13][O:14]/[N:15]=[CH:16]/[C:17]2[CH:22]=[CH:21][C:20]([C:23]([CH3:26])([CH3:25])[CH3:24])=[CH:19][CH:18]=2)=[CH:6][C:5]=1[NH:27][C:28](=[O:43])[C:29]1[CH:34]=[C:33]([C:35]([F:38])([F:37])[F:36])[CH:32]=[C:31]([C:39]([F:42])([F:41])[F:40])[CH:30]=1.[OH-].[Na+].O.